From a dataset of Experimentally validated miRNA-target interactions with 360,000+ pairs, plus equal number of negative samples. Binary Classification. Given a miRNA mature sequence and a target amino acid sequence, predict their likelihood of interaction. (1) The protein sequence of the target gene is MPPMPSAPPVHPPPDGGWGWIVVGAAFISIGFSYAFPKAVTVFFKEIQQIFHTTYSEIAWISSIMLAVMYAGGPVSSVLVNKYGSRPVVIAGGLLCCLGMVLASFSSSVVQLYLTMGFITGLGLAFNLQPALTIIGKYFYRKRPMANGLAMAGSPVFLSSLAPFNQYLFNTFGWKGSFLILGSLLLNACVAGSLMRPLGPNQTTSKSKNKTGKTEDDSSPKKIKTKKSTWEKVNKYLDFSLFKHRGFLIYLSGNVIMFLGFFAPIIFLAPYAKDQGIDEYSAAFLLSVMAFVDMFARPSV.... The miRNA is hsa-miR-4798-5p with sequence UUCGGUAUACUUUGUGAAUUGG. Result: 0 (no interaction). (2) The miRNA is mmu-miR-466b-5p with sequence UGAUGUGUGUGUACAUGUACAU. The protein sequence of the target gene is MMEGNGTENSCSRTRGWLQQDNDAKPWLWKFSNCFSRPEQTLPHSPQTKEYMENKKVAVELKDVPSPLHAGSKLFPAVPLPDIRSLQQPKIQLSSVPKVSCCAHCPNEPSTSPMRFGGGGGGSGGTSSLIHPGALLDSQSTRTITCQVGSGFAFQSASSLQNASARNNLAGIASDFPSMCLESNLSSCKHLPCCGKLHFQSCHGNVHKLHQFPSLQGCTSAGYFPCSDFTSGAPGHLEEHISQSELTPHLCTNSLHLNVVPPVCLKGSLYCEDCLNKPARNSIIDAAKVWPNIPPPNTQP.... Result: 0 (no interaction).